This data is from Reaction yield outcomes from USPTO patents with 853,638 reactions. The task is: Predict the reaction yield, written as a fraction of the theoretical maximum amount of product (1.0 means a 100% yield; for example, 0.34 means a 34% yield). (1) The reactants are F[C:2]1[C:3]([C:20]2[CH:25]=[CH:24][CH:23]=[CH:22][CH:21]=2)=[C:4]([CH3:19])[C:5]([C:17]#[N:18])=[C:6]2[C:10]=1[O:9][C:8]([N:11]1[CH2:14][CH:13]([CH2:15][OH:16])[CH2:12]1)=[N:7]2.C(N(CC)CC)C.[CH3:33][N:34]([CH3:40])[C@H:35]1[CH2:39][CH2:38][NH:37][CH2:36]1. The catalyst is CS(C)=O. The product is [CH3:33][N:34]([CH3:40])[C@H:35]1[CH2:39][CH2:38][N:37]([C:2]2[C:3]([C:20]3[CH:25]=[CH:24][CH:23]=[CH:22][CH:21]=3)=[C:4]([CH3:19])[C:5]([C:17]#[N:18])=[C:6]3[C:10]=2[O:9][C:8]([N:11]2[CH2:14][CH:13]([CH2:15][OH:16])[CH2:12]2)=[N:7]3)[CH2:36]1. The yield is 0.740. (2) The reactants are [Cl:1][CH2:2][C:3]1[CH:4]=[C:5]([CH:9]=[CH:10][CH:11]=1)[C:6](Cl)=[O:7].C[CH2:13][N:14](CC)[CH2:15]C.CNC.O. The catalyst is C1COCC1. The product is [Cl:1][CH2:2][C:3]1[CH:4]=[C:5]([CH:9]=[CH:10][CH:11]=1)[C:6]([N:14]([CH3:15])[CH3:13])=[O:7]. The yield is 0.980. (3) The product is [C:1]([N:8]1[CH2:13][CH2:12][N:11]([C:14]2[CH:19]=[CH:18][CH:17]=[CH:16][C:15]=2[O:20][CH2:27][CH:28]([CH3:30])[CH3:29])[CH2:10][CH2:9]1)([O:3][C:4]([CH3:7])([CH3:6])[CH3:5])=[O:2]. The yield is 0.620. The reactants are [C:1]([N:8]1[CH2:13][CH2:12][N:11]([C:14]2[CH:19]=[CH:18][CH:17]=[CH:16][C:15]=2[OH:20])[CH2:10][CH2:9]1)([O:3][C:4]([CH3:7])([CH3:6])[CH3:5])=[O:2].C([O-])([O-])=O.[K+].[K+].[CH2:27](I)[CH:28]([CH3:30])[CH3:29]. The catalyst is CN(C=O)C.CCOC(C)=O. (4) The reactants are Br[CH2:2][CH2:3][CH2:4][CH2:5][O:6][C:7]1[CH:16]=[C:15]2[C:10]([CH2:11][CH2:12][C:13](=[O:17])[NH:14]2)=[CH:9][CH:8]=1.Cl.[Cl:19][C:20]1[C:25]([Cl:26])=[CH:24][CH:23]=[CH:22][C:21]=1[N:27]1[CH2:32][CH2:31][NH:30][CH2:29][CH2:28]1.C([O-])([O-])=O.[Na+].[Na+].S([O-])(OCCCCCCCCCCCC)(=O)=O.[Na]. The catalyst is C(#N)C.O. The product is [CH:23]1[CH:22]=[C:21]([N:27]2[CH2:32][CH2:31][N:30]([CH2:2][CH2:3][CH2:4][CH2:5][O:6][C:7]3[CH:8]=[CH:9][C:10]4[CH2:11][CH2:12][C:13](=[O:17])[NH:14][C:15]=4[CH:16]=3)[CH2:29][CH2:28]2)[C:20]([Cl:19])=[C:25]([Cl:26])[CH:24]=1. The yield is 0.900. (5) The reactants are OC(C(F)(F)F)=O.[C:8]([O:12][C@@H:13]([C:18]1[C:19]([CH3:60])=[N:20][C:21]2[N:22]([N:36]=[C:37]([C:54]3[CH:59]=[CH:58][CH:57]=[CH:56][CH:55]=3)[C:38]=2[C:39]2[CH:44]=[CH:43][CH:42]=[C:41]([O:45][CH2:46][C:47]3[CH:52]=[CH:51][C:50]([F:53])=[CH:49][CH:48]=3)[CH:40]=2)[C:23]=1[C:24]1[C:25]([CH3:35])=[C:26]2[C:31](=[C:32]([F:34])[CH:33]=1)[O:30][CH2:29][CH2:28][CH2:27]2)[C:14]([O:16]C)=[O:15])([CH3:11])([CH3:10])[CH3:9].[Li+].[OH-]. The catalyst is O1CCOCC1. The product is [C:8]([O:12][C@@H:13]([C:18]1[C:19]([CH3:60])=[N:20][C:21]2[N:22]([N:36]=[C:37]([C:54]3[CH:59]=[CH:58][CH:57]=[CH:56][CH:55]=3)[C:38]=2[C:39]2[CH:44]=[CH:43][CH:42]=[C:41]([O:45][CH2:46][C:47]3[CH:52]=[CH:51][C:50]([F:53])=[CH:49][CH:48]=3)[CH:40]=2)[C:23]=1[C:24]1[C:25]([CH3:35])=[C:26]2[C:31](=[C:32]([F:34])[CH:33]=1)[O:30][CH2:29][CH2:28][CH2:27]2)[C:14]([OH:16])=[O:15])([CH3:11])([CH3:10])[CH3:9]. The yield is 0.500. (6) The reactants are [OH:1][C:2]1[CH:7]=[CH:6][C:5]([Cl:8])=[CH:4][C:3]=1[S:9]([N:12]1[CH2:16][CH2:15][CH2:14][CH2:13]1)(=[O:11])=[O:10].[OH2:17].Cl[C:19](Cl)(Cl)[C:20]([CH3:23])(O)[CH3:21].[OH-:26].[Na+]. The catalyst is CC(C)=O. The product is [Cl:8][C:5]1[CH:6]=[CH:7][C:2]([O:1][C:20]([CH3:23])([CH3:21])[C:19]([OH:26])=[O:17])=[C:3]([S:9]([N:12]2[CH2:13][CH2:14][CH2:15][CH2:16]2)(=[O:11])=[O:10])[CH:4]=1. The yield is 0.270. (7) The reactants are [F:1][C:2]([F:7])([F:6])[C:3]([OH:5])=[O:4].[CH2:8]([S:10]([N:13]1[CH2:18][CH2:17][CH:16]([C:19]2[C:27]3[C:22](=[C:23]([C:36]([NH2:38])=[O:37])[CH:24]=[C:25]([C:28]4[S:29][CH:30]=[C:31]([CH2:33][NH:34][CH3:35])[CH:32]=4)[CH:26]=3)[NH:21][CH:20]=2)[CH2:15][CH2:14]1)(=[O:12])=[O:11])[CH3:9].[CH3:39]N. No catalyst specified. The product is [F:1][C:2]([F:7])([F:6])[C:3]([OH:5])=[O:4].[CH2:8]([S:10]([N:13]1[CH2:14][CH2:15][CH:16]([C:19]2[C:27]3[C:22](=[C:23]([C:36]([NH2:38])=[O:37])[CH:24]=[C:25]([C:28]4[S:29][CH:30]=[C:31]([CH2:33][NH:34][CH2:35][CH:2]([CH3:3])[CH3:39])[CH:32]=4)[CH:26]=3)[NH:21][CH:20]=2)[CH2:17][CH2:18]1)(=[O:11])=[O:12])[CH3:9]. The yield is 0.250. (8) The reactants are C([O:5][C:6](=[O:26])[NH:7][CH:8]([CH2:14][C:15]1[CH:20]=[CH:19][C:18]([O:21][C:22]([CH3:25])([CH3:24])[CH3:23])=[CH:17][CH:16]=1)[CH2:9][CH:10](O)[CH:11]=[CH2:12])(C)(C)C.C[Si]([N-][Si](C)(C)C)(C)C.[K+]. The catalyst is C1COCC1.CCOCC. The product is [C:22]([O:21][C:18]1[CH:17]=[CH:16][C:15]([CH2:14][CH:8]2[CH2:9][CH:10]([CH:11]=[CH2:12])[O:26][C:6](=[O:5])[NH:7]2)=[CH:20][CH:19]=1)([CH3:23])([CH3:24])[CH3:25]. The yield is 0.960. (9) The reactants are [Cl:1][S:2]([OH:5])(=O)=[O:3].[N+:6]([C:9]1[CH:14]=[CH:13][CH:12]=[CH:11][C:10]=1[OH:15])([O-:8])=[O:7]. No catalyst specified. The product is [OH:15][C:10]1[CH:11]=[CH:12][C:13]([S:2]([Cl:1])(=[O:5])=[O:3])=[CH:14][C:9]=1[N+:6]([O-:8])=[O:7]. The yield is 0.640. (10) The catalyst is C1(C)C=CC=CC=1.O. The product is [Br:1][C:2]1[CH:3]=[C:4]([CH:8]=[CH:9][C:10]2[CH:17]=[CH:16][C:13]([C:14]#[N:15])=[C:12]([NH:26][CH2:25][C:24]3[CH:27]=[CH:28][C:21]([O:20][CH3:19])=[CH:22][CH:23]=3)[N:11]=2)[CH:5]=[CH:6][CH:7]=1. The reactants are [Br:1][C:2]1[CH:3]=[C:4]([CH:8]=[CH:9][C:10]2[CH:17]=[CH:16][C:13]([C:14]#[N:15])=[C:12](Cl)[N:11]=2)[CH:5]=[CH:6][CH:7]=1.[CH3:19][O:20][C:21]1[CH:28]=[CH:27][C:24]([CH2:25][NH2:26])=[CH:23][CH:22]=1. The yield is 0.760.